Dataset: Peptide-MHC class II binding affinity with 134,281 pairs from IEDB. Task: Regression. Given a peptide amino acid sequence and an MHC pseudo amino acid sequence, predict their binding affinity value. This is MHC class II binding data. (1) The peptide sequence is EKKCFAATQFEPLAA. The MHC is DRB1_1001 with pseudo-sequence DRB1_1001. The binding affinity (normalized) is 0.561. (2) The peptide sequence is DIYKGVYQFKSVEFD. The MHC is DRB1_0701 with pseudo-sequence DRB1_0701. The binding affinity (normalized) is 0.744. (3) The peptide sequence is RDGQLTIKAERTEQK. The MHC is HLA-DQA10501-DQB10201 with pseudo-sequence HLA-DQA10501-DQB10201. The binding affinity (normalized) is 0.464. (4) The peptide sequence is LVGPTPVNVIGRNLLTQIGC. The MHC is HLA-DQA10501-DQB10301 with pseudo-sequence HLA-DQA10501-DQB10301. The binding affinity (normalized) is 0.0248. (5) The peptide sequence is SVDSLEHEMWRSRAD. The MHC is DRB1_0701 with pseudo-sequence DRB1_0701. The binding affinity (normalized) is 0.216. (6) The peptide sequence is ECEWPLTHTIGTSVE. The MHC is HLA-DQA10501-DQB10302 with pseudo-sequence HLA-DQA10501-DQB10302. The binding affinity (normalized) is 0.437. (7) The binding affinity (normalized) is 0.0914. The MHC is DRB1_0401 with pseudo-sequence DRB1_0401. The peptide sequence is IYQILVIYSTVASSLVLSVS. (8) The peptide sequence is DNQLTYVVIAILTVV. The MHC is DRB1_0701 with pseudo-sequence DRB1_0701. The binding affinity (normalized) is 0.579. (9) The peptide sequence is LDDGIYRIMQRGLLG. The MHC is DRB1_1501 with pseudo-sequence DRB1_1501. The binding affinity (normalized) is 0.660. (10) The peptide sequence is PFLLAQFTSAICSVV. The MHC is DRB1_1302 with pseudo-sequence DRB1_1302. The binding affinity (normalized) is 0.623.